Dataset: Forward reaction prediction with 1.9M reactions from USPTO patents (1976-2016). Task: Predict the product of the given reaction. Given the reactants [C:1]([CH:4](OS(C1C=CC(C)=CC=1)(=O)=O)[C:5]1[CH:10]=[CH:9][CH:8]=[CH:7][CH:6]=1)(=[O:3])[NH2:2].[F:22][CH:23]([F:47])[O:24][C:25]1[CH:30]=[CH:29][C:28]([CH2:31][CH2:32][C@H:33]2[C:42]3[C:37](=[CH:38][C:39]([O:45][CH3:46])=[C:40]([O:43][CH3:44])[CH:41]=3)[CH2:36][CH2:35][NH:34]2)=[CH:27][CH:26]=1, predict the reaction product. The product is: [F:47][CH:23]([F:22])[O:24][C:25]1[CH:30]=[CH:29][C:28]([CH2:31][CH2:32][C@H:33]2[C:42]3[C:37](=[CH:38][C:39]([O:45][CH3:46])=[C:40]([O:43][CH3:44])[CH:41]=3)[CH2:36][CH2:35][N:34]2[C@H:4]([C:5]2[CH:6]=[CH:7][CH:8]=[CH:9][CH:10]=2)[C:1]([NH2:2])=[O:3])=[CH:27][CH:26]=1.